From a dataset of Full USPTO retrosynthesis dataset with 1.9M reactions from patents (1976-2016). Predict the reactants needed to synthesize the given product. The reactants are: [Br-].[CH:2]1([CH2:8][NH:9]CC2CCCCC2)[CH2:7][CH2:6][CH2:5][CH2:4][CH2:3]1.C([Sn](CCCC)(CCCC)C1[N:23]=CSC=1)CCC. Given the product [NH:23]1[C:7]2[C:2](=[CH:3][CH:4]=[CH:5][CH:6]=2)[CH:8]=[N:9]1, predict the reactants needed to synthesize it.